From a dataset of NCI-60 drug combinations with 297,098 pairs across 59 cell lines. Regression. Given two drug SMILES strings and cell line genomic features, predict the synergy score measuring deviation from expected non-interaction effect. (1) Drug 1: COC1=C(C=C2C(=C1)N=CN=C2NC3=CC(=C(C=C3)F)Cl)OCCCN4CCOCC4. Drug 2: CC1=C2C(C(=O)C3(C(CC4C(C3C(C(C2(C)C)(CC1OC(=O)C(C(C5=CC=CC=C5)NC(=O)C6=CC=CC=C6)O)O)OC(=O)C7=CC=CC=C7)(CO4)OC(=O)C)O)C)OC(=O)C. Cell line: OVCAR-5. Synergy scores: CSS=66.8, Synergy_ZIP=5.17, Synergy_Bliss=6.37, Synergy_Loewe=6.43, Synergy_HSA=9.68. (2) Drug 1: CC1C(C(CC(O1)OC2CC(CC3=C2C(=C4C(=C3O)C(=O)C5=C(C4=O)C(=CC=C5)OC)O)(C(=O)CO)O)N)O.Cl. Drug 2: C1CNP(=O)(OC1)N(CCCl)CCCl. Cell line: NCI-H522. Synergy scores: CSS=1.61, Synergy_ZIP=0.288, Synergy_Bliss=1.23, Synergy_Loewe=0.0172, Synergy_HSA=-0.229.